This data is from Full USPTO retrosynthesis dataset with 1.9M reactions from patents (1976-2016). The task is: Predict the reactants needed to synthesize the given product. (1) The reactants are: [S:1]1[C:5]2[C:6]([CH2:10][C:11]([OH:13])=O)=[CH:7][CH:8]=[CH:9][C:4]=2[N:3]=[CH:2]1.[Br:14][C:15]1[C:16]([C:21]2[NH:25][N:24]=[CH:23][N:22]=2)=[C:17]([NH2:20])[S:18][CH:19]=1. Given the product [S:1]1[C:5]2[C:6]([CH2:10][C:11]([NH:20][C:17]3[S:18][CH:19]=[C:15]([Br:14])[C:16]=3[C:21]3[NH:25][N:24]=[CH:23][N:22]=3)=[O:13])=[CH:7][CH:8]=[CH:9][C:4]=2[N:3]=[CH:2]1, predict the reactants needed to synthesize it. (2) Given the product [NH2:22][C:21]1[C:12]([C:10]([C:4]2[CH:5]=[CH:6][C:7]([O:8][CH3:9])=[C:2]([F:1])[CH:3]=2)=[O:11])=[CH:13][CH:14]=[C:15]2[C:20]=1[N:19]=[CH:18][CH:17]=[CH:16]2, predict the reactants needed to synthesize it. The reactants are: [F:1][C:2]1[CH:3]=[C:4]([C:10]([C:12]2[C:21]([N+:22]([O-])=O)=[C:20]3[C:15]([CH:16]=[CH:17][CH:18]=[N:19]3)=[CH:14][CH:13]=2)=[O:11])[CH:5]=[CH:6][C:7]=1[O:8][CH3:9].